This data is from Forward reaction prediction with 1.9M reactions from USPTO patents (1976-2016). The task is: Predict the product of the given reaction. (1) Given the reactants Cl.Cl.COC1C=CC(N2CCNCC2)=CC=1.Br[CH2:18][CH2:19][C:20]1[CH:25]=[CH:24][CH:23]=[CH:22][CH:21]=1.[CH2:26]([O:33][C:34]1[CH:39]=[CH:38][C:37]([N:40]2[CH2:45][CH2:44][NH:43][CH2:42][CH2:41]2)=[CH:36][C:35]=1[F:46])[C:27]1[CH:32]=[CH:31][CH:30]=[CH:29][CH:28]=1.CS(OCCCC1CCCC1)(=O)=O, predict the reaction product. The product is: [CH2:26]([O:33][C:34]1[CH:39]=[CH:38][C:37]([N:40]2[CH2:45][CH2:44][N:43]([CH2:23][CH2:24][CH2:25][CH:20]3[CH2:19][CH2:18][CH2:22][CH2:21]3)[CH2:42][CH2:41]2)=[CH:36][C:35]=1[F:46])[C:27]1[CH:28]=[CH:29][CH:30]=[CH:31][CH:32]=1. (2) Given the reactants [F:1][C:2]1[CH:7]=[CH:6][C:5]([CH2:8][C:9]#[N:10])=[CH:4][CH:3]=1.CC(C)([O-])C.[K+].[F:17][C:18]1[CH:25]=[CH:24][CH:23]=[C:22]([F:26])[C:19]=1[CH:20]=[O:21].Cl, predict the reaction product. The product is: [F:17][C:18]1[CH:25]=[CH:24][CH:23]=[C:22]([F:26])[C:19]=1[CH:20]([OH:21])[CH:8]([C:5]1[CH:6]=[CH:7][C:2]([F:1])=[CH:3][CH:4]=1)[C:9]#[N:10]. (3) The product is: [CH2:1]([O:3][C:4]([C:6]1[CH:11]=[CH:10][N:9]2[N:13]=[C:14]([C:16]3[CH:21]=[CH:20][CH:19]=[CH:18][CH:17]=3)[CH:15]=[C:8]2[N:7]=1)=[O:5])[CH3:2]. Given the reactants [CH2:1]([O:3][C:4]([C:6]1[CH:11]=[C:10](Cl)[N:9]2[N:13]=[C:14]([C:16]3[CH:21]=[CH:20][CH:19]=[CH:18][CH:17]=3)[CH:15]=[C:8]2[N:7]=1)=[O:5])[CH3:2].C(OC(C1C=CN2N=CC=C2N=1)=O)C, predict the reaction product.